From a dataset of Forward reaction prediction with 1.9M reactions from USPTO patents (1976-2016). Predict the product of the given reaction. (1) Given the reactants [NH2:1][CH2:2][CH2:3][CH2:4][CH2:5][C:6]([OH:8])=[O:7].C(=O)([O-])[O-].[Na+].[Na+].Cl[C:16]([O:18][CH2:19][CH:20]=[CH2:21])=[O:17].Cl, predict the reaction product. The product is: [CH2:19]([O:18][C:16]([NH:1][CH2:2][CH2:3][CH2:4][CH2:5][C:6]([OH:8])=[O:7])=[O:17])[CH:20]=[CH2:21]. (2) Given the reactants C[C:2]1[C:10]2[C:5](=[CH:6][CH:7]=[CH:8][CH:9]=2)[NH:4][CH:3]=1.[C:11]([BH3-])#N.[Na+], predict the reaction product. The product is: [CH3:11][C:7]1[CH:6]=[C:5]2[C:10]([CH2:2][CH2:3][NH:4]2)=[CH:9][CH:8]=1. (3) Given the reactants [N+:1]([C:4]1[CH:5]=[CH:6][C:7]([O:10][C@@H:11]2[CH2:15][CH2:14][C@@H:13]([C:16]([O:18][CH3:19])=[O:17])[CH2:12]2)=[N:8][CH:9]=1)([O-])=O, predict the reaction product. The product is: [NH2:1][C:4]1[CH:5]=[CH:6][C:7]([O:10][C@@H:11]2[CH2:15][CH2:14][C@@H:13]([C:16]([O:18][CH3:19])=[O:17])[CH2:12]2)=[N:8][CH:9]=1. (4) Given the reactants [O:1]=[C:2]1[C:11]2[C:6](=[CH:7][CH:8]=[CH:9][CH:10]=2)[C:5]([CH:12]2[CH2:22][C:14]3([CH2:17][CH:16]([C:18](OC)=[O:19])[CH2:15]3)[CH2:13]2)=[N:4][NH:3]1.[Li+].[BH4-], predict the reaction product. The product is: [OH:19][CH2:18][CH:16]1[CH2:15][C:14]2([CH2:13][CH:12]([C:5]3[C:6]4[C:11](=[CH:10][CH:9]=[CH:8][CH:7]=4)[C:2](=[O:1])[NH:3][N:4]=3)[CH2:22]2)[CH2:17]1. (5) Given the reactants C[O:2][C:3]1[CH:8]=[C:7]([CH:9]([CH3:11])[CH3:10])[CH:6]=[CH:5][C:4]=1[N:12]([S:16]([C:19]1[CH:24]=[CH:23][CH:22]=[CH:21][CH:20]=1)(=[O:18])=[O:17])[C:13](=[O:15])[CH3:14].O, predict the reaction product. The product is: [C:13]([N:12]([S:16]([C:19]1[CH:20]=[CH:21][CH:22]=[CH:23][CH:24]=1)(=[O:17])=[O:18])[C:4]1[CH:5]=[CH:6][C:7]([CH:9]([CH3:11])[CH3:10])=[CH:8][C:3]=1[OH:2])(=[O:15])[CH3:14]. (6) Given the reactants [C:1]([O:5][C:6](=[O:15])[CH2:7][C@H:8]([CH2:12][CH:13]=[CH2:14])[C:9]([OH:11])=O)([CH3:4])([CH3:3])[CH3:2].C(Cl)CCl.C1C=CC2N(O)N=[N:26]C=2C=1.N[C:31]1[CH:36]=[CH:35][CH:34]=[CH:33][C:32]=1[C@H:37]([OH:39])[CH3:38].CCN(C(C)C)C(C)C, predict the reaction product. The product is: [OH:39][C@H:37]([C:32]1[CH:33]=[CH:34][CH:35]=[CH:36][CH:31]=1)[CH2:38][NH:26][C:9]([C@@H:8]([CH2:12][CH:13]=[CH2:14])[CH2:7][C:6]([O:5][C:1]([CH3:2])([CH3:3])[CH3:4])=[O:15])=[O:11]. (7) Given the reactants [CH:1]([C:3]1([P:8]([O:13][CH2:14][CH3:15])(=[O:12])[O:9][CH2:10][CH3:11])[CH2:7][CH2:6][CH2:5][CH2:4]1)=O.[Si:16]([O:23][CH2:24][C@@H:25]1[C@@H:29]([C:30]2[CH:35]=[CH:34][CH:33]=[CH:32][CH:31]=2)[CH2:28][NH:27][CH2:26]1)([C:19]([CH3:22])([CH3:21])[CH3:20])([CH3:18])[CH3:17], predict the reaction product. The product is: [Si:16]([O:23][CH2:24][C@@H:25]1[C@@H:29]([C:30]2[CH:35]=[CH:34][CH:33]=[CH:32][CH:31]=2)[CH2:28][N:27]([CH2:1][C:3]2([P:8]([O:13][CH2:14][CH3:15])(=[O:12])[O:9][CH2:10][CH3:11])[CH2:7][CH2:6][CH2:5][CH2:4]2)[CH2:26]1)([C:19]([CH3:22])([CH3:21])[CH3:20])([CH3:18])[CH3:17].